Dataset: Experimentally validated miRNA-target interactions with 360,000+ pairs, plus equal number of negative samples. Task: Binary Classification. Given a miRNA mature sequence and a target amino acid sequence, predict their likelihood of interaction. (1) The miRNA is hsa-miR-4711-3p with sequence CGUGUCUUCUGGCUUGAU. The protein sequence of the target gene is MSEVRLPPLRALDDFVLGSARLAAPDPCDPQRWCHRVINNLLYYQTNYLLCFGIGLALAGYVRPLHTLLSALVVAVALGVLVWAAETRAAVRRCRRSHPAACLAAVLAVGLLVLWVAGGACTFLFSIAGPVLLILVHASLRLRNLKNKIENKIESIGLKRTPMGLLLEALGQEQEAGS. Result: 0 (no interaction). (2) The miRNA is hsa-miR-5189-5p with sequence UCUGGGCACAGGCGGAUGGACAGG. The protein sequence of the target gene is MTMRHCWTAGPSSWWVLLLYVHVILARATSAPQTTATVLTGSSKDPCSSWSPAVPTKQYPALDVIWPEKEVPLNGTLTLSCTACSRFPYFSILYWLGNGSFIEHLPGRLKEGHTSREHRNTSTWLHRALVLEELSPTLRSTNFSCLFVDPGQVAQYHIILAQLWDGLKTAPSPSQETLSSHSPVSRSAGPGVA. Result: 0 (no interaction). (3) The miRNA is hsa-miR-4720-3p with sequence UGCUUAAGUUGUACCAAGUAU. The protein sequence of the target gene is MATKDPTAVERANLLNMAKLSIKGLIESALSFGRTLDSDYPPLQQFFVVMEHCLKHGLKVRKSFLSYNKTIWGPLELVEKLYPEAEEIGASVRDLPGLKTPLGRARAWLRLALMQKKMADYLRCLIIQRDLLSEFYEYHALMMEEEGAVIVGLLVGLNVIDANLCVKGEDLDSQVGVIDFSMYLKNEEDIGNKERNVQIAAILDQKNYVEELNRQLNSTVSSLHSRVDSLEKSNTKLIEELAIAKNNIIKLQEENHQLRSENKLILMKTQQHLEVTKVDVETELQTYKHSRQGLDEMYNE.... Result: 1 (interaction). (4) The miRNA is hsa-miR-4637 with sequence UACUAACUGCAGAUUCAAGUGA. The protein sequence of the target gene is MLSRAACSTSRRLVPALSVLGSRQKHSLPDLPYDYGALEPHINAQIMQLHHSKHHAAYVNNLNVAEEKYREALEKGDVTAQIALQPALKFNGGGHINHSIFWTNLSPNGGGEPQGELLEAIKRDFGSFAKFKEKLTAVSVGVQGSGWGWLGFNKEQGRLQIAACSNQDPLQGTTGLIPLLGIDVWEHAYYLQYKNVRPDYLKAIWNVINWENVTARYTACSK. Result: 0 (no interaction). (5) The miRNA is hsa-miR-4540 with sequence UUAGUCCUGCCUGUAGGUUUA. The protein sequence of the target gene is MAAPEDVAALQAEITRREEELASLKRRLAAALTAEPEPERPLRVPPPPLAPRAALSRDEILRYSRQLLLPELGVRGQLRLAAAAVLVVGCGGLGCPLAQYLAAAGVGRLGLVDHDVVETSNLARQVLHGEAQAGESKARSAAAALRRLNSAVECVAYPRALAEDWALDLVRGYDVVADCCDNVPTRYLVNDACVLAGRPLVSASALRFEGQMTVYHHDGGPCYRCVFPRPPPPETVTNCADGGVLGAVPGVLGCAQALEVLKIAAGLGSSYSGSMLLFDGLGGHFRRIRLRRRRPDCVVC.... Result: 0 (no interaction). (6) The miRNA is rno-miR-155-5p with sequence UUAAUGCUAAUUGUGAUAGGGGU. The protein sequence of the target gene is MMSLSVRPQRRLLSARVSRSQSFAGVLGSHERGPRSFTVFSPPGPPRKPLVLSRVSRMFSVAHPAPKVPQPERLDLVYTALKRGLTAYLEVHQQEQEKLQRQIKESKRNSRLGFLYDLDKQVKSIERFLRRLEFHASKIDELYEAYCVQRRLRDGAYNMVRAYSTGSPGSREARDSLAEATRGHREYTESMCLLENELEAQLGEFHLRMKGLAGFARLCVGDQYEICMKYGRQRWKLRGRIESSGKQVWDSEETVFLPLLTEFLSIKVTELKGLANHVVVGSVSCETKDLFAALPQVVAV.... Result: 0 (no interaction).